This data is from Reaction yield outcomes from USPTO patents with 853,638 reactions. The task is: Predict the reaction yield, written as a fraction of the theoretical maximum amount of product (1.0 means a 100% yield; for example, 0.34 means a 34% yield). (1) The reactants are C([N:8]1[CH2:13][C@@H:12]([CH3:14])[CH2:11][C@@H:10]([NH:15][C:16](=[O:22])[O:17][C:18]([CH3:21])([CH3:20])[CH3:19])[CH2:9]1)C1C=CC=CC=1.C(O)C. The catalyst is [Pd]. The product is [CH3:14][C@@H:12]1[CH2:13][NH:8][CH2:9][C@H:10]([NH:15][C:16](=[O:22])[O:17][C:18]([CH3:21])([CH3:20])[CH3:19])[CH2:11]1. The yield is 0.995. (2) The reactants are [CH3:1][NH:2][CH2:3][CH2:4][OH:5].[N+:6]([O-:9])([OH:8])=[O:7].CC(OC(C)=O)=O. The catalyst is CCOC(C)=O.CCCCCC. The product is [N+:6]([O-:9])([O-:8])=[O:7].[CH3:1][NH2+:2][CH2:3][CH2:4][O:5][N+:6]([O-:8])=[O:7]. The yield is 0.820.